This data is from Catalyst prediction with 721,799 reactions and 888 catalyst types from USPTO. The task is: Predict which catalyst facilitates the given reaction. (1) Product: [NH:29]1[C:11]2[C:10]3[CH:13]=[CH:14][C:15]([N:17]4[CH2:21][C@H:20]([CH2:22][NH:23][C:24](=[O:26])[CH3:25])[O:19][C:18]4=[O:27])=[CH:16][C:9]=3[CH2:8][CH2:7][S:6][C:5]=2[CH:4]=[N:2]1. The catalyst class is: 8. Reactant: C[N:2]([CH:4]=[C:5]1[C:11](=O)[C:10]2[CH:13]=[CH:14][C:15]([N:17]3[CH2:21][C@H:20]([CH2:22][NH:23][C:24](=[O:26])[CH3:25])[O:19][C:18]3=[O:27])=[CH:16][C:9]=2[CH2:8][CH2:7][S:6]1)C.O.[NH2:29]N. (2) Reactant: [OH-].[Na+].C([O:5][C:6](=[O:36])[CH2:7][NH:8][C:9](=[O:35])[C:10]1[CH:15]=[CH:14][CH:13]=[C:12]([C:16]2[C:25]3[C:20](=[CH:21][C:22]([O:31][CH3:32])=[C:23]4[O:28][C:27]([CH3:30])([CH3:29])[CH2:26][C:24]4=3)[CH2:19][C:18]([CH3:34])([CH3:33])[N:17]=2)[CH:11]=1)C.[ClH:37]. Product: [ClH:37].[CH3:32][O:31][C:22]1[CH:21]=[C:20]2[C:25](=[C:24]3[CH2:26][C:27]([CH3:30])([CH3:29])[O:28][C:23]=13)[C:16]([C:12]1[CH:11]=[C:10]([CH:15]=[CH:14][CH:13]=1)[C:9]([NH:8][CH2:7][C:6]([OH:36])=[O:5])=[O:35])=[N:17][C:18]([CH3:34])([CH3:33])[CH2:19]2. The catalyst class is: 8. (3) Reactant: [F:1][C:2]1[C:7]([C:8]2[CH:13]=[CH:12][CH:11]=[C:10]([F:14])[CH:9]=2)=[CH:6][CH:5]=[C:4]([F:15])[C:3]=1[CH2:16][NH:17][C:18]1[C:19]([F:32])=[C:20]([CH:28]=[CH:29][C:30]=1[F:31])[O:21][CH2:22][C:23]([O:25]CC)=[O:24].[OH-].[Na+]. Product: [F:1][C:2]1[C:7]([C:8]2[CH:13]=[CH:12][CH:11]=[C:10]([F:14])[CH:9]=2)=[CH:6][CH:5]=[C:4]([F:15])[C:3]=1[CH2:16][NH:17][C:18]1[C:19]([F:32])=[C:20]([CH:28]=[CH:29][C:30]=1[F:31])[O:21][CH2:22][C:23]([OH:25])=[O:24]. The catalyst class is: 1.